This data is from Full USPTO retrosynthesis dataset with 1.9M reactions from patents (1976-2016). The task is: Predict the reactants needed to synthesize the given product. (1) Given the product [F:1][C:2]1[CH:3]=[C:4]([CH:5]=[CH:16][C:17]([OH:19])=[O:18])[CH:7]=[CH:8][C:9]=1[O:10][CH2:11][CH2:12][O:13][CH3:14], predict the reactants needed to synthesize it. The reactants are: [F:1][C:2]1[CH:3]=[C:4]([CH:7]=[CH:8][C:9]=1[O:10][CH2:11][CH2:12][O:13][CH3:14])[CH:5]=O.C(O)(=O)[CH2:16][C:17]([OH:19])=[O:18]. (2) Given the product [Cl:11][C:12]1[CH:17]=[CH:16][C:15]([S:18]([NH:1][C:2]2[CH:6]=[CH:5][S:4][C:3]=2[C:7]([O:9][CH3:10])=[O:8])(=[O:20])=[O:19])=[CH:14][CH:13]=1, predict the reactants needed to synthesize it. The reactants are: [NH2:1][C:2]1[CH:6]=[CH:5][S:4][C:3]=1[C:7]([O:9][CH3:10])=[O:8].[Cl:11][C:12]1[CH:17]=[CH:16][C:15]([S:18](Cl)(=[O:20])=[O:19])=[CH:14][CH:13]=1.N1C=CC=CC=1. (3) Given the product [Cl:31][C:17]1[CH:16]=[C:15]([N:6]([C:7]2[CH:12]=[CH:11][C:10]([F:13])=[CH:9][C:8]=2[CH3:14])[C:5]([O:4][CH:2]([O:39][C:37](=[O:38])[CH2:36][CH2:35][O:34][CH3:33])[CH3:3])=[O:32])[CH:20]=[CH:19][C:18]=1[C:21](=[O:30])[C:22]1[CH:27]=[CH:26][C:25]([Cl:28])=[CH:24][C:23]=1[CH3:29], predict the reactants needed to synthesize it. The reactants are: Cl[CH:2]([O:4][C:5](=[O:32])[N:6]([C:15]1[CH:20]=[CH:19][C:18]([C:21](=[O:30])[C:22]2[CH:27]=[CH:26][C:25]([Cl:28])=[CH:24][C:23]=2[CH3:29])=[C:17]([Cl:31])[CH:16]=1)[C:7]1[CH:12]=[CH:11][C:10]([F:13])=[CH:9][C:8]=1[CH3:14])[CH3:3].[CH3:33][O:34][CH2:35][CH2:36][C:37]([O-:39])=[O:38].C([N+](CCCC)(CCCC)CCCC)CCC. (4) Given the product [Cl:1][C:2]1[CH:7]=[CH:6][CH:5]=[CH:4][C:3]=1[C:8](/[C:9](=[CH:26]/[N:27]([CH3:29])[CH3:28])/[C:10]([O:12][CH3:13])=[O:11])=[O:14], predict the reactants needed to synthesize it. The reactants are: [Cl:1][C:2]1[CH:7]=[CH:6][CH:5]=[CH:4][C:3]=1[C:8](=[O:14])[CH2:9][C:10]([O:12][CH3:13])=[O:11].C1(C(C(=[CH:26][N:27]([CH3:29])[CH3:28])C(OCC)=O)=O)CC1. (5) Given the product [NH2:19][CH2:18][C@@H:17]([NH:16][C:14]([C:4]1[CH:3]=[C:2]([Cl:1])[N:6]([C:7]2[N:11]([CH3:12])[N:10]=[CH:9][C:8]=2[Cl:13])[CH:5]=1)=[O:15])[CH2:30][C:31]1[CH:36]=[CH:35][CH:34]=[C:33]([F:37])[CH:32]=1, predict the reactants needed to synthesize it. The reactants are: [Cl:1][C:2]1[N:6]([C:7]2[N:11]([CH3:12])[N:10]=[CH:9][C:8]=2[Cl:13])[CH:5]=[C:4]([C:14]([NH:16][C@@H:17]([CH2:30][C:31]2[CH:36]=[CH:35][CH:34]=[C:33]([F:37])[CH:32]=2)[CH2:18][N:19]2C(=O)C3C(=CC=CC=3)C2=O)=[O:15])[CH:3]=1.NN. (6) Given the product [CH3:13][C:14]1[CH:19]=[CH:18][C:17]([S:20]([NH:1][C:2]2[S:3][CH:4]=[C:5]([CH2:7][C:8]([O:10][CH2:11][CH3:12])=[O:9])[N:6]=2)(=[O:22])=[O:21])=[CH:16][CH:15]=1, predict the reactants needed to synthesize it. The reactants are: [NH2:1][C:2]1[S:3][CH:4]=[C:5]([CH2:7][C:8]([O:10][CH2:11][CH3:12])=[O:9])[N:6]=1.[CH3:13][C:14]1[CH:19]=[CH:18][C:17]([S:20](Cl)(=[O:22])=[O:21])=[CH:16][CH:15]=1. (7) Given the product [F:36][C:37]1[CH:38]=[N:39][C:40]([O:52][C:53]2[CH:58]=[CH:57][C:56]([F:59])=[CH:55][CH:54]=2)=[C:41]([CH:51]=1)[C:42]([NH:44][CH:45]1[CH2:46][CH2:47][N:48]([C:6](=[O:8])[C:5]2[CH:9]=[CH:10][C:2]([CH3:1])=[CH:3][C:4]=2[OH:11])[CH2:49][CH2:50]1)=[O:43], predict the reactants needed to synthesize it. The reactants are: [CH3:1][C:2]1[CH:3]=[C:4]([OH:11])[C:5](=[CH:9][CH:10]=1)[C:6]([OH:8])=O.O.ON1C2C=CC=CC=2N=N1.Cl.CN(C)CCCN=C=NCC.Cl.[F:36][C:37]1[CH:38]=[N:39][C:40]([O:52][C:53]2[CH:58]=[CH:57][C:56]([F:59])=[CH:55][CH:54]=2)=[C:41]([CH:51]=1)[C:42]([NH:44][CH:45]1[CH2:50][CH2:49][NH:48][CH2:47][CH2:46]1)=[O:43].CN1CCOCC1. (8) Given the product [CH2:11]([N:18]1[CH:4]=[C:5]([CH:8]([CH3:10])[CH3:9])[CH:6]=[CH:7][CH:2]1[NH2:3])[C:12]1[CH:17]=[CH:16][CH:15]=[CH:14][CH:13]=1, predict the reactants needed to synthesize it. The reactants are: Cl[C:2]1[CH:7]=[CH:6][C:5]([CH:8]([CH3:10])[CH3:9])=[CH:4][N:3]=1.[CH2:11]([NH2:18])[C:12]1[CH:17]=[CH:16][CH:15]=[CH:14][CH:13]=1.CC(C)([O-])C.[Na+]. (9) Given the product [CH2:1]([C:5]1[N:6]([CH2:19][CH:20]([CH3:21])[CH3:22])[C:7]2[C:16]3[CH2:15][CH2:14][NH:13][CH2:12][C:11]=3[N:10]=[C:9]([NH2:17])[C:8]=2[N:18]=1)[CH2:2][CH2:3][CH3:4], predict the reactants needed to synthesize it. The reactants are: [CH2:1]([C:5]1[N:6]([CH2:19][CH:20]([CH3:22])[CH3:21])[C:7]2[C:16]3[CH:15]=[CH:14][N:13]=[CH:12][C:11]=3[N:10]=[C:9]([NH2:17])[C:8]=2[N:18]=1)[CH2:2][CH2:3][CH3:4].[H][H].